From a dataset of NCI-60 drug combinations with 297,098 pairs across 59 cell lines. Regression. Given two drug SMILES strings and cell line genomic features, predict the synergy score measuring deviation from expected non-interaction effect. Drug 1: C1=CC(=CC=C1C#N)C(C2=CC=C(C=C2)C#N)N3C=NC=N3. Drug 2: C1CN1P(=S)(N2CC2)N3CC3. Cell line: IGROV1. Synergy scores: CSS=10.5, Synergy_ZIP=-2.29, Synergy_Bliss=2.78, Synergy_Loewe=-1.32, Synergy_HSA=-0.797.